Dataset: Aqueous solubility values for 9,982 compounds from the AqSolDB database. Task: Regression/Classification. Given a drug SMILES string, predict its absorption, distribution, metabolism, or excretion properties. Task type varies by dataset: regression for continuous measurements (e.g., permeability, clearance, half-life) or binary classification for categorical outcomes (e.g., BBB penetration, CYP inhibition). For this dataset (solubility_aqsoldb), we predict Y. (1) The drug is Cc1cc(S(=O)(=O)[O-])c(N/N=C2\C(=O)C(C(=O)[O-])=Cc3ccccc32)cc1Cl.[Ca+2]. The Y is -6.26 log mol/L. (2) The molecule is CC(C)OP(C)(=O)OC(C)C. The Y is -0.0516 log mol/L.